Task: Binary Classification. Given a drug SMILES string, predict its activity (active/inactive) in a high-throughput screening assay against a specified biological target.. Dataset: M1 muscarinic receptor antagonist screen with 61,756 compounds The result is 0 (inactive). The compound is s1c(nc2c1cccc2)CCCC(=O)Nc1sccn1.